From a dataset of Full USPTO retrosynthesis dataset with 1.9M reactions from patents (1976-2016). Predict the reactants needed to synthesize the given product. (1) Given the product [C:8]([C:6]1[CH:5]=[CH:4][N:3]=[C:2]([NH:1][C:21]([NH:20][C:14]2[CH:15]=[CH:16][CH:17]=[C:18]([Cl:19])[C:13]=2[Cl:12])=[O:22])[CH:7]=1)([CH3:11])([CH3:10])[CH3:9], predict the reactants needed to synthesize it. The reactants are: [NH2:1][C:2]1[CH:7]=[C:6]([C:8]([CH3:11])([CH3:10])[CH3:9])[CH:5]=[CH:4][N:3]=1.[Cl:12][C:13]1[C:18]([Cl:19])=[CH:17][CH:16]=[CH:15][C:14]=1[N:20]=[C:21]=[O:22]. (2) Given the product [CH2:30]([O:29][C:27](=[O:28])[CH2:26][CH2:17][N:1]1[CH2:2][CH2:3][CH:4]([C:7]([O:9][CH2:10][C:11]2[CH:12]=[CH:13][CH:14]=[CH:15][CH:16]=2)=[O:8])[CH2:5][CH2:6]1)[CH3:31], predict the reactants needed to synthesize it. The reactants are: [N:1]1([C:17](OC(C)(C)C)=O)[CH2:6][CH2:5][CH:4]([C:7]([O:9][CH2:10][C:11]2[CH:16]=[CH:15][CH:14]=[CH:13][CH:12]=2)=[O:8])[CH2:3][CH2:2]1.BrC[CH2:26][C:27]([O:29][CH2:30][CH3:31])=[O:28].CCN(C(C)C)C(C)C. (3) Given the product [O:33]=[C:30]1[NH:29][C:28]2[CH:27]=[CH:26][CH:25]=[C:24]([N:18]3[CH2:23][CH2:22][N:21]([CH2:16][CH2:15][CH2:14][CH2:13][O:12][C:8]4[N:9]=[C:10]5[C:5]([CH2:4][CH2:3][C:2](=[O:1])[NH:11]5)=[CH:6][CH:7]=4)[CH2:20][CH2:19]3)[C:32]=2[O:31]1, predict the reactants needed to synthesize it. The reactants are: [O:1]=[C:2]1[NH:11][C:10]2[N:9]=[C:8]([O:12][CH2:13][CH2:14][CH2:15][CH:16]=O)[CH:7]=[CH:6][C:5]=2[CH2:4][CH2:3]1.[N:18]1([C:24]2[C:32]3[O:31][C:30](=[O:33])[NH:29][C:28]=3[CH:27]=[CH:26][CH:25]=2)[CH2:23][CH2:22][NH:21][CH2:20][CH2:19]1.N1CCNCC1.[BH-](OC(C)=O)(OC(C)=O)OC(C)=O.[Na+].C([O-])(O)=O.[Na+]. (4) Given the product [F:38][CH:9]([F:8])[CH2:10][NH:11][C:12]1[N:13]=[C:14]2[CH2:36][CH:35]([CH3:37])[N:34]([CH3:2])[CH2:33][C:15]2=[N:16][C:17]=1[N:18]1[CH2:19][CH2:20][CH:21]([O:24][C:25]2[CH:30]=[CH:29][C:28]([F:31])=[CH:27][C:26]=2[F:32])[CH2:22][CH2:23]1.[C:2]([OH:3])([C:4]([F:7])([F:6])[F:5])=[O:1], predict the reactants needed to synthesize it. The reactants are: [OH:1][C:2]([C:4]([F:7])([F:6])[F:5])=[O:3].[F:8][CH:9]([F:38])[CH2:10][NH:11][C:12]1[N:13]=[C:14]2[CH2:36][CH:35]([CH3:37])[NH:34][CH2:33][C:15]2=[N:16][C:17]=1[N:18]1[CH2:23][CH2:22][CH:21]([O:24][C:25]2[CH:30]=[CH:29][C:28]([F:31])=[CH:27][C:26]=2[F:32])[CH2:20][CH2:19]1.C=O.CCN(C(C)C)C(C)C.C(O[BH-](OC(=O)C)OC(=O)C)(=O)C.[Na+]. (5) Given the product [C:32]([C:30]1[O:29][N:28]=[C:27]([C:24]2[CH:23]=[CH:22][C:21]([C:17]3[O:16][C:15]([CH2:14][O:13][C:10]4[CH:9]=[CH:8][C:7]([CH2:6][C@H:5]([O:36][CH2:37][CH3:38])[C:4]([OH:39])=[O:3])=[CH:12][CH:11]=4)=[C:19]([CH3:20])[CH:18]=3)=[CH:26][CH:25]=2)[CH:31]=1)([CH3:35])([CH3:34])[CH3:33], predict the reactants needed to synthesize it. The reactants are: C([O:3][C:4](=[O:39])[C@@H:5]([O:36][CH2:37][CH3:38])[CH2:6][C:7]1[CH:12]=[CH:11][C:10]([O:13][CH2:14][C:15]2[O:16][C:17]([C:21]3[CH:26]=[CH:25][C:24]([C:27]4[CH:31]=[C:30]([C:32]([CH3:35])([CH3:34])[CH3:33])[O:29][N:28]=4)=[CH:23][CH:22]=3)=[CH:18][C:19]=2[CH3:20])=[CH:9][CH:8]=1)C.C(OC(=O)[C@@H](OCC)CC1C=CC(OCC2OC(Br)=CC=2C)=CC=1)C.C(C1ON=C(C2C=CC(B3OC(C)(C)C(C)(C)O3)=CC=2)C=1)(C)(C)C. (6) Given the product [CH3:32][O:33][C:34]1[CH:39]=[CH:38][CH:37]=[CH:36][C:35]=1[C:2]1[N:7]=[CH:6][N:5]=[C:4]([NH:8][C:9]2[CH:14]=[CH:13][CH:12]=[C:11]([CH2:15][N:16]3[C:20]4[CH:21]=[CH:22][CH:23]=[CH:24][C:19]=4[N:18]=[C:17]3[CH2:25][N:26]3[CH2:27][CH2:28][O:29][CH2:30][CH2:31]3)[CH:10]=2)[CH:3]=1, predict the reactants needed to synthesize it. The reactants are: Cl[C:2]1[N:7]=[CH:6][N:5]=[C:4]([NH:8][C:9]2[CH:14]=[CH:13][CH:12]=[C:11]([CH2:15][N:16]3[C:20]4[CH:21]=[CH:22][CH:23]=[CH:24][C:19]=4[N:18]=[C:17]3[CH2:25][N:26]3[CH2:31][CH2:30][O:29][CH2:28][CH2:27]3)[CH:10]=2)[CH:3]=1.[CH3:32][O:33][C:34]1[CH:39]=[CH:38][CH:37]=[CH:36][C:35]=1B(O)O.C([O-])([O-])=O.[Na+].[Na+].O.